From a dataset of Reaction yield outcomes from USPTO patents with 853,638 reactions. Predict the reaction yield, written as a fraction of the theoretical maximum amount of product (1.0 means a 100% yield; for example, 0.34 means a 34% yield). The reactants are [CH:1]1([C:7](=O)[CH2:8][N:9]2[C:14](=[O:15])[C:13]([CH2:16][C:17]3[CH:22]=[CH:21][C:20]([C:23]4[CH:28]=[CH:27][CH:26]=[CH:25][C:24]=4[C:29]4[NH:33][C:32](=[O:34])[O:31][N:30]=4)=[CH:19][CH:18]=3)=[C:12]([CH2:35][CH2:36][CH3:37])[N:11]3[N:38]=[C:39]([CH3:41])[N:40]=[C:10]23)[CH2:6][CH2:5][CH2:4][CH2:3][CH2:2]1.Cl.[NH2:44][O:45][CH3:46].N1C=CC=CC=1.Cl. The catalyst is O.C(OCC)(=O)C. The product is [CH:1]1(/[C:7](=[N:44]\[O:45][CH3:46])/[CH2:8][N:9]2[C:14](=[O:15])[C:13]([CH2:16][C:17]3[CH:18]=[CH:19][C:20]([C:23]4[CH:28]=[CH:27][CH:26]=[CH:25][C:24]=4[C:29]4[NH:33][C:32](=[O:34])[O:31][N:30]=4)=[CH:21][CH:22]=3)=[C:12]([CH2:35][CH2:36][CH3:37])[N:11]3[N:38]=[C:39]([CH3:41])[N:40]=[C:10]23)[CH2:6][CH2:5][CH2:4][CH2:3][CH2:2]1. The yield is 0.260.